This data is from Forward reaction prediction with 1.9M reactions from USPTO patents (1976-2016). The task is: Predict the product of the given reaction. (1) Given the reactants [F:1][C:2]1[CH:7]=[CH:6][C:5](/[C:8](/[C:21]([NH:23][CH:24]2[CH2:26][CH2:25]2)=[O:22])=[CH:9]\[C:10]2[CH:15]=[CH:14][C:13]([CH:16]=[CH:17][C:18](O)=[O:19])=[CH:12][CH:11]=2)=[CH:4][CH:3]=1.CN(C=O)C.C1C=CC2N(O)N=NC=2C=1.[NH2:42][CH2:43][CH2:44][CH2:45][CH2:46][CH2:47][C:48]([O:50][CH3:51])=[O:49].C(N(CC)CC)C, predict the reaction product. The product is: [CH:24]1([NH:23][C:21](=[O:22])/[C:8](/[C:5]2[CH:4]=[CH:3][C:2]([F:1])=[CH:7][CH:6]=2)=[CH:9]/[C:10]2[CH:15]=[CH:14][C:13]([CH:16]=[CH:17][C:18]([NH:42][CH2:43][CH2:44][CH2:45][CH:46]=[CH:47][C:48]([O:50][CH3:51])=[O:49])=[O:19])=[CH:12][CH:11]=2)[CH2:25][CH2:26]1. (2) Given the reactants [NH2:1][C:2]1[C:3]([C:7]2[N:8](CC)[C:9]3[C:14]([OH:15])=[CH:13][N:12]=[CH:11][C:10]=3[N:16]=2)=[N:4][O:5][N:6]=1.C([O-])([O-])=O.[K+].[K+].[C:25]([O:29][C:30]([N:32]1[CH2:37][CH2:36][CH:35]([CH2:38]I)[CH2:34][CH2:33]1)=[O:31])([CH3:28])([CH3:27])[CH3:26].O.[CH3:41][C:42](C)=O, predict the reaction product. The product is: [C:25]([O:29][C:30]([N:32]1[CH2:37][CH2:36][CH:35]([CH:38]([O:15][C:14]2[C:9]3[NH:8][C:7]([C:3]4[C:2]([NH2:1])=[N:6][O:5][N:4]=4)=[N:16][C:10]=3[CH:11]=[N:12][CH:13]=2)[CH2:41][CH3:42])[CH2:34][CH2:33]1)=[O:31])([CH3:28])([CH3:27])[CH3:26]. (3) Given the reactants [CH3:1][C@H:2]1[C@:19]([OH:24])([C:20]([CH2:22][OH:23])=[O:21])[C@:18]2([CH3:25])[C@H:4]([C@H:5]3[C@:15]([F:27])([C@@H:16]([OH:26])[CH2:17]2)[C@:14]2([CH3:28])[C:8](=[CH:9][C:10]([CH:12]=[CH:13]2)=[O:11])[CH2:7][CH2:6]3)[CH2:3]1.[H][H], predict the reaction product. The product is: [F:27][C@@:15]12[C@:14]3([CH3:28])[C:8](=[CH:9][C:10](=[O:11])[CH2:12][CH2:13]3)[CH2:7][CH2:6][C@H:5]1[C@H:4]1[C@@:18]([CH3:25])([C@@:19]([OH:24])([C:20](=[O:21])[CH2:22][OH:23])[C@H:2]([CH3:1])[CH2:3]1)[CH2:17][C@@H:16]2[OH:26]. (4) Given the reactants [O:1]1[C:6]2[CH:7]=[C:8]([O:11][C:12]3[CH:21]=[CH:20][N:19]=[C:18]4[C:13]=3[C:14]3[CH:26]=[CH:25][CH:24]=[CH:23][C:15]=3[C:16](=[O:22])[NH:17]4)[CH:9]=[CH:10][C:5]=2[NH:4][CH2:3][CH2:2]1.[F:27][C:28]1[CH:33]=[CH:32][C:31]([N:34]2[CH:39]=[CH:38][CH:37]=[C:36]([C:40](O)=[O:41])[C:35]2=[O:43])=[CH:30][CH:29]=1, predict the reaction product. The product is: [F:27][C:28]1[CH:33]=[CH:32][C:31]([N:34]2[CH:39]=[CH:38][CH:37]=[C:36]([C:40]([N:4]3[C:5]4[CH:10]=[CH:9][C:8]([O:11][C:12]5[CH:21]=[CH:20][N:19]=[C:18]6[C:13]=5[C:14]5[CH:26]=[CH:25][CH:24]=[CH:23][C:15]=5[C:16](=[O:22])[NH:17]6)=[CH:7][C:6]=4[O:1][CH2:2][CH2:3]3)=[O:41])[C:35]2=[O:43])=[CH:30][CH:29]=1. (5) Given the reactants [S:1]1[CH:5]=[CH:4][N:3]=[C:2]1[NH2:6].C([Li])CCC.CCCCCC.Cl[Si](C)(C)C.[CH3:23][C:24](=[O:26])[CH3:25], predict the reaction product. The product is: [NH2:6][C:2]1[S:1][C:5]([C:24]([OH:26])([CH3:25])[CH3:23])=[CH:4][N:3]=1. (6) Given the reactants [H-].[Na+].[CH3:3][NH:4][CH2:5][CH2:6][CH2:7][OH:8].[CH:9]1([C:16]2[N:21]=[C:20]([C:22]3[CH:27]=[N:26][CH:25]=[CH:24][N:23]=3)[N:19]=[C:18]([OH:28])[C:17]=2[C:29]2[C:34]([F:35])=[CH:33][C:32](F)=[CH:31][C:30]=2[F:37])[CH2:15][CH2:14][CH2:13][CH2:12][CH2:11][CH2:10]1.[C:46](O[C:46]([O:48][C:49]([CH3:52])([CH3:51])[CH3:50])=[O:47])([O:48][C:49]([CH3:52])([CH3:51])[CH3:50])=[O:47], predict the reaction product. The product is: [CH:9]1([C:16]2[C:17]([C:29]3[C:34]([F:35])=[CH:33][C:32]([O:8][CH2:7][CH2:6][CH2:5][N:4]([CH3:3])[C:46](=[O:47])[O:48][C:49]([CH3:50])([CH3:51])[CH3:52])=[CH:31][C:30]=3[F:37])=[C:18]([OH:28])[N:19]=[C:20]([C:22]3[CH:27]=[N:26][CH:25]=[CH:24][N:23]=3)[N:21]=2)[CH2:15][CH2:14][CH2:13][CH2:12][CH2:11][CH2:10]1.